Binary Classification. Given a miRNA mature sequence and a target amino acid sequence, predict their likelihood of interaction. From a dataset of Experimentally validated miRNA-target interactions with 360,000+ pairs, plus equal number of negative samples. The miRNA is hsa-miR-607 with sequence GUUCAAAUCCAGAUCUAUAAC. The protein sequence of the target gene is MASWLYECLCEAELAQYYSHFTALGLQKIDELAKITMKDYSKLGVHDMNDRKRLFQLIKIIKIMQEEDKAVSIPERHLQTSSLRIKSQELRSGPRRQLNFDSPADNKDRNASNDGFEMCSLSDFSANEQKSTYLKVLEHMLPDDSQYHTKTGILNATAGDSYVQTEISTSLFSPNYLSAILGDCDIPIIQRISHVSGYNYGIPHSCIRQNTSEKQNPWTEMEKIRVCVRKRPLGMREVRRGEINIITVEDKETLLVHEKKEAVDLTQYILQHVFYFDEVFGEACTNQDVYMKTTHPLIQH.... Result: 0 (no interaction).